Dataset: Reaction yield outcomes from USPTO patents with 853,638 reactions. Task: Predict the reaction yield, written as a fraction of the theoretical maximum amount of product (1.0 means a 100% yield; for example, 0.34 means a 34% yield). (1) The reactants are [CH3:1][O:2][C:3]1[C:8]2[N:9]=[C:10]([NH2:12])[S:11][C:7]=2[C:6]([C:13]2[S:14][CH:15]=[CH:16][CH:17]=2)=[CH:5][CH:4]=1.C([N:20]([CH2:23][CH3:24])[CH2:21][CH3:22])C.[C:25](Cl)(=[O:32])[C:26]1C=CN=C[CH:27]=1.C([O-])(O)=O.[Na+]. The catalyst is CN(C1C=CN=CC=1)C.O1CCOCC1.O. The product is [CH3:1][O:2][C:3]1[C:8]2[N:9]=[C:10]([NH:12][C:25](=[O:32])[C:26]3[CH:22]=[CH:21][N:20]=[C:23]([CH3:24])[CH:27]=3)[S:11][C:7]=2[C:6]([C:13]2[S:14][CH:15]=[CH:16][CH:17]=2)=[CH:5][CH:4]=1. The yield is 0.580. (2) The reactants are [C:1]1([CH2:7][CH2:8][CH2:9][CH2:10][C:11]2[O:12][C:13]3[C:22]4[C:21](=[CH:23][CH2:24][NH:25][C:26](=[O:28])[CH3:27])[CH2:20][CH2:19][C:18]=4[CH:17]=[CH:16][C:14]=3[N:15]=2)[CH:6]=[CH:5][CH:4]=[CH:3][CH:2]=1. The yield is 0.910. The catalyst is CO.[C].[Pd]. The product is [C:1]1([CH2:7][CH2:8][CH2:9][CH2:10][C:11]2[O:12][C:13]3[C:22]4[CH:21]([CH2:23][CH2:24][NH:25][C:26](=[O:28])[CH3:27])[CH2:20][CH2:19][C:18]=4[CH:17]=[CH:16][C:14]=3[N:15]=2)[CH:6]=[CH:5][CH:4]=[CH:3][CH:2]=1.